Task: Predict which catalyst facilitates the given reaction.. Dataset: Catalyst prediction with 721,799 reactions and 888 catalyst types from USPTO (1) Reactant: [OH:1][C:2]1[CH:11]=[C:10]2[C:5]([CH:6]=[C:7]([C:13]([O:15][CH2:16][CH3:17])=[O:14])[C:8]([CH3:12])=[N:9]2)=[CH:4][CH:3]=1.C([O-])([O-])=O.[Cs+].[Cs+].[Cl:24][C:25]1[CH:26]=[C:27]([CH:30]=[CH:31][CH:32]=1)[CH2:28]Cl. Product: [Cl:24][C:25]1[CH:26]=[C:27]([CH:30]=[CH:31][CH:32]=1)[CH2:28][O:1][C:2]1[CH:11]=[C:10]2[C:5]([CH:6]=[C:7]([C:13]([O:15][CH2:16][CH3:17])=[O:14])[C:8]([CH3:12])=[N:9]2)=[CH:4][CH:3]=1. The catalyst class is: 3. (2) Reactant: Br[C:2]1[CH:3]=[C:4]2[CH:10]=[C:9]([CH:11]3[CH2:16][CH2:15][CH2:14][CH2:13][CH2:12]3)[NH:8][C:5]2=[N:6][CH:7]=1.[B:17]1([B:17]2[O:21][C:20]([CH3:23])([CH3:22])[C:19]([CH3:25])([CH3:24])[O:18]2)[O:21][C:20]([CH3:23])([CH3:22])[C:19]([CH3:25])([CH3:24])[O:18]1.C([O-])(=O)C.[K+]. Product: [CH:11]1([C:9]2[NH:8][C:5]3=[N:6][CH:7]=[C:2]([B:17]4[O:21][C:20]([CH3:23])([CH3:22])[C:19]([CH3:25])([CH3:24])[O:18]4)[CH:3]=[C:4]3[CH:10]=2)[CH2:16][CH2:15][CH2:14][CH2:13][CH2:12]1. The catalyst class is: 12. (3) Reactant: [Cl:1][C:2]1[CH:9]=[C:8]([Cl:10])[CH:7]=[CH:6][C:3]=1[CH:4]=[O:5].[C-]#N.[Na+]. Product: [Cl:1][C:2]1[CH:9]=[C:8]([Cl:10])[CH:7]=[CH:6][C:3]=1[C:4]([CH:4]([C:3]1[CH:6]=[CH:7][C:8]([Cl:10])=[CH:9][C:2]=1[Cl:1])[OH:5])=[O:5]. The catalyst class is: 40. (4) Reactant: Cl[C:2]1[C:11]2[C:6](=[CH:7][CH:8]=[C:9]([CH:12]=[O:13])[CH:10]=2)[N:5]=[CH:4][CH:3]=1.Cl.O1CCOCC1.[I-:21].[Na+]. Product: [I:21][C:2]1[C:11]2[C:6](=[CH:7][CH:8]=[C:9]([CH:12]=[O:13])[CH:10]=2)[N:5]=[CH:4][CH:3]=1. The catalyst class is: 397. (5) Product: [C:1]([O:5][C:6]([N:8]1[CH2:9][CH2:10][N:11]([C:14]([C:16]2[C:20]3[C:19](=[CH:24][C:23]([O:25][CH2:48][C:49]([O:51][C:52]([CH3:55])([CH3:54])[CH3:53])=[O:50])=[CH:22][CH:41]=3)[N:18]([C:26]3[CH:31]=[CH:30][CH:29]=[CH:28][CH:27]=3)[C:17]=2[O:32][C:33]2[C:38]([CH3:39])=[CH:37][CH:36]=[CH:35][C:34]=2[CH3:40])=[O:15])[CH2:12][CH2:13]1)=[O:7])([CH3:2])([CH3:4])[CH3:3]. Reactant: [C:1]([O:5][C:6]([N:8]1[CH2:13][CH2:12][N:11]([C:14]([C:16]2[C:20]3=N[CH:22]=[C:23]([OH:25])[CH:24]=[C:19]3[N:18]([C:26]3[CH:31]=[CH:30][CH:29]=[CH:28][CH:27]=3)[C:17]=2[O:32][C:33]2[C:38]([CH3:39])=[CH:37][CH:36]=[CH:35][C:34]=2[CH3:40])=[O:15])[CH2:10][CH2:9]1)=[O:7])([CH3:4])([CH3:3])[CH3:2].[C:41](=O)([O-])[O-].[Cs+].[Cs+].Br[CH2:48][C:49]([O:51][C:52]([CH3:55])([CH3:54])[CH3:53])=[O:50]. The catalyst class is: 18.